Task: Regression. Given two drug SMILES strings and cell line genomic features, predict the synergy score measuring deviation from expected non-interaction effect.. Dataset: NCI-60 drug combinations with 297,098 pairs across 59 cell lines (1) Drug 1: C1=CC(=CC=C1CCCC(=O)O)N(CCCl)CCCl. Drug 2: CC1C(C(CC(O1)OC2CC(CC3=C2C(=C4C(=C3O)C(=O)C5=CC=CC=C5C4=O)O)(C(=O)C)O)N)O. Cell line: M14. Synergy scores: CSS=40.6, Synergy_ZIP=4.03, Synergy_Bliss=6.09, Synergy_Loewe=-41.3, Synergy_HSA=5.47. (2) Drug 1: CN1C(=O)N2C=NC(=C2N=N1)C(=O)N. Drug 2: C(=O)(N)NO. Cell line: 786-0. Synergy scores: CSS=-0.0275, Synergy_ZIP=2.05, Synergy_Bliss=5.82, Synergy_Loewe=-0.260, Synergy_HSA=1.10.